Dataset: NCI-60 drug combinations with 297,098 pairs across 59 cell lines. Task: Regression. Given two drug SMILES strings and cell line genomic features, predict the synergy score measuring deviation from expected non-interaction effect. (1) Drug 1: CNC(=O)C1=CC=CC=C1SC2=CC3=C(C=C2)C(=NN3)C=CC4=CC=CC=N4. Drug 2: C1=NC2=C(N=C(N=C2N1C3C(C(C(O3)CO)O)F)Cl)N. Cell line: SN12C. Synergy scores: CSS=42.3, Synergy_ZIP=0.931, Synergy_Bliss=0.824, Synergy_Loewe=-6.46, Synergy_HSA=1.75. (2) Drug 2: C(=O)(N)NO. Drug 1: CC(C1=C(C=CC(=C1Cl)F)Cl)OC2=C(N=CC(=C2)C3=CN(N=C3)C4CCNCC4)N. Synergy scores: CSS=11.5, Synergy_ZIP=-4.77, Synergy_Bliss=-3.04, Synergy_Loewe=-3.03, Synergy_HSA=-2.15. Cell line: MCF7. (3) Drug 1: CC1=C(C=C(C=C1)NC2=NC=CC(=N2)N(C)C3=CC4=NN(C(=C4C=C3)C)C)S(=O)(=O)N.Cl. Drug 2: C1=NC(=NC(=O)N1C2C(C(C(O2)CO)O)O)N. Cell line: K-562. Synergy scores: CSS=35.0, Synergy_ZIP=-8.00, Synergy_Bliss=-1.15, Synergy_Loewe=-6.03, Synergy_HSA=3.11. (4) Drug 1: C1CN1C2=NC(=NC(=N2)N3CC3)N4CC4. Drug 2: C(CN)CNCCSP(=O)(O)O. Cell line: SF-539. Synergy scores: CSS=56.9, Synergy_ZIP=-6.10, Synergy_Bliss=-8.28, Synergy_Loewe=-54.4, Synergy_HSA=-7.61. (5) Drug 1: CN1C2=C(C=C(C=C2)N(CCCl)CCCl)N=C1CCCC(=O)O.Cl. Drug 2: CS(=O)(=O)OCCCCOS(=O)(=O)C. Cell line: PC-3. Synergy scores: CSS=5.95, Synergy_ZIP=-3.01, Synergy_Bliss=-1.96, Synergy_Loewe=-0.440, Synergy_HSA=-0.200.